From a dataset of Full USPTO retrosynthesis dataset with 1.9M reactions from patents (1976-2016). Predict the reactants needed to synthesize the given product. (1) Given the product [C:15]([C:13]1[N:14]=[C:7]2[C:6]3[CH:22]=[C:2]([C:29]#[C:28][C:25]([OH:30])([CH3:26])[CH3:24])[C:3]([F:23])=[CH:4][C:5]=3[O:11][CH2:10][CH2:9][N:8]2[C:12]=1[C:18]([O:20][CH3:21])=[O:19])(=[O:17])[NH2:16], predict the reactants needed to synthesize it. The reactants are: Br[C:2]1[C:3]([F:23])=[CH:4][C:5]2[O:11][CH2:10][CH2:9][N:8]3[C:12]([C:18]([O:20][CH3:21])=[O:19])=[C:13]([C:15](=[O:17])[NH2:16])[N:14]=[C:7]3[C:6]=2[CH:22]=1.[CH3:24][CH:25]([C:28]#[CH:29])[CH2:26]O.[OH2:30]. (2) Given the product [NH2:11][C:12]1[N:13]=[C:14]([C:23]2[CH:28]=[CH:27][C:26]([Cl:29])=[CH:25][C:24]=2[Cl:30])[C:15]2[CH:20]=[C:19]([CH:21]([OH:22])[CH2:8][CH2:7][CH:2]3[O:3][CH2:4][CH2:5][CH2:6][O:1]3)[S:18][C:16]=2[N:17]=1, predict the reactants needed to synthesize it. The reactants are: [O:1]1[CH2:6][CH2:5][CH2:4][O:3][CH:2]1[CH2:7][CH2:8][Mg]Br.[NH2:11][C:12]1[N:13]=[C:14]([C:23]2[CH:28]=[CH:27][C:26]([Cl:29])=[CH:25][C:24]=2[Cl:30])[C:15]2[CH:20]=[C:19]([CH:21]=[O:22])[S:18][C:16]=2[N:17]=1.[Cl-].[NH4+]. (3) Given the product [OH:21][C:6]1[C:5](=[O:22])[CH:4]=[C:3]([N:26]([CH3:25])[CH2:27][CH2:28][CH2:29][C:30]([O:32][C:33]([CH3:35])([CH3:34])[CH3:36])=[O:31])[C:2](=[O:1])[C:7]=1[CH2:8][CH2:9][CH2:10][CH2:11][CH2:12][CH2:13][CH2:14][CH2:15][CH2:16][CH2:17][CH2:18][CH2:19][CH3:20], predict the reactants needed to synthesize it. The reactants are: [OH:1][C:2]1[C:3](=O)[CH:4]=[C:5]([O:22]C)[C:6](=[O:21])[C:7]=1[CH2:8][CH2:9][CH2:10][CH2:11][CH2:12][CH2:13][CH2:14][CH2:15][CH2:16][CH2:17][CH2:18][CH2:19][CH3:20].[CH3:25][NH:26][CH2:27][CH2:28][CH2:29][C:30]([O:32][C:33]([CH3:36])([CH3:35])[CH3:34])=[O:31]. (4) Given the product [CH:19]1[C:20]2[C:7](=[CH:6][C:5]3[CH:4]=[C:3]([OH:2])[CH:23]=[CH:22][CH:21]=3)[C:8]3[C:13](=[CH:12][CH:11]=[CH:10][CH:9]=3)[CH2:14][C:15]=2[CH:16]=[CH:17][CH:18]=1, predict the reactants needed to synthesize it. The reactants are: C[O:2][C:3]1[CH:4]=[C:5]([CH:21]=[CH:22][CH:23]=1)[CH:6]=[C:7]1[C:20]2[CH:19]=[CH:18][CH:17]=[CH:16][C:15]=2[CH2:14][C:13]2[C:8]1=[CH:9][CH:10]=[CH:11][CH:12]=2.Cl.N1C=CC=CC=1.Cl.